Dataset: Forward reaction prediction with 1.9M reactions from USPTO patents (1976-2016). Task: Predict the product of the given reaction. (1) Given the reactants [Cl:1][CH2:2][C:3]1[NH:11][C:6]2=[N:7][CH:8]=[CH:9][CH:10]=[C:5]2[N:4]=1.[C:12]1([P:18]([C:25]2[CH:30]=[CH:29][CH:28]=[CH:27][CH:26]=2)[C:19]2[CH:24]=[CH:23][CH:22]=[CH:21][CH:20]=2)[CH:17]=[CH:16][CH:15]=[CH:14][CH:13]=1, predict the reaction product. The product is: [Cl-:1].[N:4]1[C:5]2[C:6](=[N:7][CH:8]=[CH:9][CH:10]=2)[NH:11][C:3]=1[CH2:2][P+:18]([C:19]1[CH:20]=[CH:21][CH:22]=[CH:23][CH:24]=1)([C:25]1[CH:30]=[CH:29][CH:28]=[CH:27][CH:26]=1)[C:12]1[CH:13]=[CH:14][CH:15]=[CH:16][CH:17]=1. (2) Given the reactants C(OC([NH:8][C@@H:9]1[CH2:14][CH2:13][CH2:12][C@@H:11]([C:15]([OH:17])=[O:16])[CH2:10]1)=O)(C)(C)C.[C:18]([OH:24])([C:20]([F:23])([F:22])[F:21])=[O:19], predict the reaction product. The product is: [F:21][C:20]([F:23])([F:22])[C:18]([OH:24])=[O:19].[NH2:8][C@@H:9]1[CH2:14][CH2:13][CH2:12][C@@H:11]([C:15]([OH:17])=[O:16])[CH2:10]1. (3) Given the reactants Cl.[F:2][C:3]1[CH:4]=[C:5]([NH:10]N)[CH:6]=[C:7]([F:9])[CH:8]=1.[CH3:12][CH:13]([CH3:17])[C:14](=O)[CH3:15].C(O)(=O)C, predict the reaction product. The product is: [F:2][C:3]1[CH:8]=[C:7]([F:9])[CH:6]=[C:5]2[C:4]=1[C:13]([CH3:17])([CH3:12])[C:14]([CH3:15])=[N:10]2. (4) The product is: [Cl:1][C:2]1[C:3]([F:29])=[C:4]([NH:9][C:10]2[C:19]3[C:14](=[CH:15][C:16]([O:23][C@H:24]4[CH2:28][CH2:27][O:26][CH2:25]4)=[C:17]([NH2:20])[CH:18]=3)[N:13]=[CH:12][N:11]=2)[CH:5]=[CH:6][C:7]=1[Cl:8]. Given the reactants [Cl:1][C:2]1[C:3]([F:29])=[C:4]([NH:9][C:10]2[C:19]3[C:14](=[CH:15][C:16]([O:23][C@H:24]4[CH2:28][CH2:27][O:26][CH2:25]4)=[C:17]([N+:20]([O-])=O)[CH:18]=3)[N:13]=[CH:12][N:11]=2)[CH:5]=[CH:6][C:7]=1[Cl:8], predict the reaction product. (5) The product is: [CH3:18][O:17][C:15]1[CH:14]=[CH:13][C:12]2[N:8]([C:5]3[N:6]=[CH:7][C:2]([NH2:23])=[N:3][CH:4]=3)[C:9]([C:19]([F:22])([F:21])[F:20])=[N:10][C:11]=2[CH:16]=1. Given the reactants Br[C:2]1[N:3]=[CH:4][C:5]([N:8]2[C:12]3[CH:13]=[CH:14][C:15]([O:17][CH3:18])=[CH:16][C:11]=3[N:10]=[C:9]2[C:19]([F:22])([F:21])[F:20])=[N:6][CH:7]=1.[NH3:23], predict the reaction product. (6) Given the reactants [F:1][C:2]1[CH:7]=[CH:6][C:5]([C:8]2[C:17]([N:18]([CH3:25])[CH:19]3[CH2:24][CH2:23][O:22][CH2:21][CH2:20]3)=[N:16][C:15]3[C:10](=[CH:11][CH:12]=[C:13]([C:26]([O:28]C)=[O:27])[CH:14]=3)[N:9]=2)=[CH:4][CH:3]=1.[OH-].[Na+].Cl, predict the reaction product. The product is: [F:1][C:2]1[CH:7]=[CH:6][C:5]([C:8]2[C:17]([N:18]([CH3:25])[CH:19]3[CH2:24][CH2:23][O:22][CH2:21][CH2:20]3)=[N:16][C:15]3[C:10](=[CH:11][CH:12]=[C:13]([C:26]([OH:28])=[O:27])[CH:14]=3)[N:9]=2)=[CH:4][CH:3]=1. (7) Given the reactants [NH2:1][C@H:2]1[CH2:7][CH:6]=[CH:5][CH2:4][C@H:3]1[C:8]([OH:10])=[O:9].C(N(CC)CC)C.Cl.[CH3:19][C:20]1[CH:29]=[C:28]([CH2:30][O:31][C:32]2[CH:37]=[CH:36][C:35]([S:38](Cl)(=[O:40])=[O:39])=[CH:34][CH:33]=2)[C:27]2[C:22](=[CH:23][CH:24]=[CH:25][CH:26]=2)[N:21]=1, predict the reaction product. The product is: [CH3:19][C:20]1[CH:29]=[C:28]([CH2:30][O:31][C:32]2[CH:37]=[CH:36][C:35]([S:38]([NH:1][C@@H:2]3[C@H:3]([C:8]([OH:10])=[O:9])[CH2:4][CH:5]=[CH:6][CH2:7]3)(=[O:40])=[O:39])=[CH:34][CH:33]=2)[C:27]2[C:22](=[CH:23][CH:24]=[CH:25][CH:26]=2)[N:21]=1.